Dataset: Full USPTO retrosynthesis dataset with 1.9M reactions from patents (1976-2016). Task: Predict the reactants needed to synthesize the given product. Given the product [CH:17]1([NH:19][C:3](=[O:5])[CH:2]([OH:1])[C:6]2[CH:11]=[CH:10][CH:9]=[CH:8][C:7]=2[CH3:12])[CH2:18][CH2:13][CH2:14][CH2:15][CH2:16]1, predict the reactants needed to synthesize it. The reactants are: [OH:1][CH:2]([C:6]1[CH:11]=[CH:10][CH:9]=[CH:8][C:7]=1[CH3:12])[C:3]([OH:5])=O.[CH:13]1[CH:14]=[CH:15][C:16]2N(O)N=[N:19][C:17]=2[CH:18]=1.CCN=C=NCCCN(C)C.C1(N)CCCCC1.